Predict the product of the given reaction. From a dataset of Forward reaction prediction with 1.9M reactions from USPTO patents (1976-2016). (1) The product is: [CH2:38]([O:45][C:46](=[O:56])[CH2:47][C:48]1([C:53]([NH:17][CH:8]([CH2:7][C:4]2[CH:5]=[CH:6][C:1]([C:25]3[CH:26]=[CH:27][CH:28]=[CH:29][CH:30]=3)=[CH:2][CH:3]=2)[CH2:9][C:10]([O:12][C:13]([CH3:16])([CH3:14])[CH3:15])=[O:11])=[O:54])[CH2:49][CH2:50][CH2:51][CH2:52]1)[C:39]1[CH:44]=[CH:43][CH:42]=[CH:41][CH:40]=1. Given the reactants [C:1]1([C:25]2[CH:30]=[CH:29][CH:28]=[CH:27][CH:26]=2)[CH:6]=[CH:5][C:4]([CH2:7][CH:8]([NH:17]C(OC(C)(C)C)=O)[CH2:9][C:10]([O:12][C:13]([CH3:16])([CH3:15])[CH3:14])=[O:11])=[CH:3][CH:2]=1.Cl.O1CCOCC1.[CH2:38]([O:45][C:46](=[O:56])[CH2:47][C:48]1([C:53](O)=[O:54])[CH2:52][CH2:51][CH2:50][CH2:49]1)[C:39]1[CH:44]=[CH:43][CH:42]=[CH:41][CH:40]=1.CCN=C=NCCCN(C)C.Cl.ON1C2N=CC=CC=2N=N1.CCN(C(C)C)C(C)C, predict the reaction product. (2) Given the reactants [F:1][C:2]([F:18])([F:17])[C:3]1[C:11]2[N:10]=[C:9](Cl)[NH:8][C:7]=2[CH:6]=[C:5]([C:13]([F:16])([F:15])[F:14])[CH:4]=1.[F:19][C:20]([F:34])([F:33])[C:21]1[C:22]([N:27]2[CH2:32][CH2:31][NH:30][CH2:29][CH2:28]2)=[N:23][CH:24]=[CH:25][CH:26]=1, predict the reaction product. The product is: [F:1][C:2]([F:18])([F:17])[C:3]1[C:11]2[N:10]=[C:9]([N:30]3[CH2:31][CH2:32][N:27]([C:22]4[C:21]([C:20]([F:34])([F:19])[F:33])=[CH:26][CH:25]=[CH:24][N:23]=4)[CH2:28][CH2:29]3)[NH:8][C:7]=2[CH:6]=[C:5]([C:13]([F:16])([F:15])[F:14])[CH:4]=1. (3) The product is: [C:47]([O:46][C:45]([NH:44][CH2:43][CH2:42][NH:1][C@:2]12[CH2:37][CH2:36][C@@H:35]([C:38]([CH3:40])=[CH2:39])[C@@H:3]1[C@@H:4]1[C@@:17]([CH3:20])([CH2:18][CH2:19]2)[C@@:16]2([CH3:21])[C@@H:7]([C@:8]3([CH3:34])[C@@H:13]([CH2:14][CH2:15]2)[C:12]([CH3:23])([CH3:22])[C:11]([C:24]2[CH:25]=[CH:26][C:27]([C:28]([OH:30])=[O:29])=[CH:32][CH:33]=2)=[CH:10][CH2:9]3)[CH2:6][CH2:5]1)=[O:51])([CH3:50])([CH3:49])[CH3:48]. Given the reactants [NH2:1][C@:2]12[CH2:37][CH2:36][C@@H:35]([C:38]([CH3:40])=[CH2:39])[C@@H:3]1[C@@H:4]1[C@@:17]([CH3:20])([CH2:18][CH2:19]2)[C@@:16]2([CH3:21])[C@@H:7]([C@:8]3([CH3:34])[C@@H:13]([CH2:14][CH2:15]2)[C:12]([CH3:23])([CH3:22])[C:11]([C:24]2[CH:33]=[CH:32][C:27]([C:28]([O:30]C)=[O:29])=[CH:26][CH:25]=2)=[CH:10][CH2:9]3)[CH2:6][CH2:5]1.O=[CH:42][CH2:43][NH:44][C:45](=[O:51])[O:46][C:47]([CH3:50])([CH3:49])[CH3:48].C(O[BH-](OC(=O)C)OC(=O)C)(=O)C.[Na+], predict the reaction product. (4) Given the reactants [C:1](Cl)(=[O:5])[C:2]([CH3:4])=[CH2:3].OC[C:9]1[C:10](=[O:15])[CH2:11]CCC=1.CN1CC[O:20]CC1, predict the reaction product. The product is: [CH3:9][CH:10]([OH:15])[CH2:11][O:20][C:1]([C:2]([CH3:4])=[CH2:3])=[O:5]. (5) Given the reactants [NH2:1][C@H:2]1[CH2:7][CH2:6][N:5]([C:8]([O:10][C:11]([CH3:14])([CH3:13])[CH3:12])=[O:9])[CH2:4][C@H:3]1[O:15][CH3:16].[CH3:17][C:18]1[NH:22][C:21]([C:23](O)=[O:24])=[N:20][C:19]=1[C:26]([F:29])([F:28])[F:27].CCN=C=NCCCN(C)C.Cl.C1C=CC2N(O)N=NC=2C=1, predict the reaction product. The product is: [CH3:17][C:18]1[NH:22][C:21]([C:23]([NH:1][C@H:2]2[CH2:7][CH2:6][N:5]([C:8]([O:10][C:11]([CH3:12])([CH3:13])[CH3:14])=[O:9])[CH2:4][C@H:3]2[O:15][CH3:16])=[O:24])=[N:20][C:19]=1[C:26]([F:29])([F:27])[F:28].